Dataset: Clinical trial toxicity outcomes and FDA approval status for drugs. Task: Regression/Classification. Given a drug SMILES string, predict its toxicity properties. Task type varies by dataset: regression for continuous values (e.g., LD50, hERG inhibition percentage) or binary classification for toxic/non-toxic outcomes (e.g., AMES mutagenicity, cardiotoxicity, hepatotoxicity). Dataset: clintox. (1) The molecule is C=C(c1ccc(C(=O)[O-])cc1)c1cc2c(cc1C)C(C)(C)CCC2(C)C. The result is 0 (passed clinical trial). (2) The drug is Cc1cc(-c2ccc(N/N=C3/C(=O)c4c(N)cc(S(=O)(=O)[O-])cc4C=C3S(=O)(=O)[O-])c(C)c2)ccc1N/N=C1/C(=O)c2c(N)cc(S(=O)(=O)[O-])cc2C=C1S(=O)(=O)[O-]. The result is 0 (passed clinical trial). (3) The drug is [NH3+]C[C@H]1O[C@H](O[C@@H]2[C@@H]([NH3+])C[C@@H]([NH3+])[C@H](O[C@H]3O[C@H](CO)[C@@H](O)[C@H]([NH3+])[C@H]3O)[C@H]2O)[C@H]([NH3+])C[C@@H]1O. The result is 0 (passed clinical trial). (4) The compound is [NH3+]CCC(O)(P(=O)([O-])[O-])P(=O)([O-])[O-]. The result is 0 (passed clinical trial). (5) The molecule is O=P([O-])([O-])C(Sc1ccc(Cl)cc1)P(=O)([O-])[O-]. The result is 0 (passed clinical trial).